From a dataset of NCI-60 drug combinations with 297,098 pairs across 59 cell lines. Regression. Given two drug SMILES strings and cell line genomic features, predict the synergy score measuring deviation from expected non-interaction effect. (1) Drug 1: CC1=C(C=C(C=C1)C(=O)NC2=CC(=CC(=C2)C(F)(F)F)N3C=C(N=C3)C)NC4=NC=CC(=N4)C5=CN=CC=C5. Drug 2: CC12CCC3C(C1CCC2O)C(CC4=C3C=CC(=C4)O)CCCCCCCCCS(=O)CCCC(C(F)(F)F)(F)F. Cell line: DU-145. Synergy scores: CSS=4.83, Synergy_ZIP=-1.62, Synergy_Bliss=-0.168, Synergy_Loewe=2.25, Synergy_HSA=-0.490. (2) Drug 1: C1CC(=O)NC(=O)C1N2CC3=C(C2=O)C=CC=C3N. Drug 2: CCCCCOC(=O)NC1=NC(=O)N(C=C1F)C2C(C(C(O2)C)O)O. Cell line: MALME-3M. Synergy scores: CSS=1.32, Synergy_ZIP=1.75, Synergy_Bliss=2.99, Synergy_Loewe=2.13, Synergy_HSA=0.963. (3) Drug 1: CC12CCC3C(C1CCC2=O)CC(=C)C4=CC(=O)C=CC34C. Drug 2: CC1=C(C(=O)C2=C(C1=O)N3CC4C(C3(C2COC(=O)N)OC)N4)N. Cell line: KM12. Synergy scores: CSS=57.7, Synergy_ZIP=-7.11, Synergy_Bliss=-7.67, Synergy_Loewe=-7.34, Synergy_HSA=-4.55. (4) Drug 1: CC1C(C(CC(O1)OC2CC(CC3=C2C(=C4C(=C3O)C(=O)C5=C(C4=O)C(=CC=C5)OC)O)(C(=O)C)O)N)O.Cl. Drug 2: CS(=O)(=O)OCCCCOS(=O)(=O)C. Cell line: SN12C. Synergy scores: CSS=35.5, Synergy_ZIP=-3.98, Synergy_Bliss=5.80, Synergy_Loewe=-10.6, Synergy_HSA=6.28. (5) Synergy scores: CSS=14.9, Synergy_ZIP=-2.89, Synergy_Bliss=-1.66, Synergy_Loewe=0.789, Synergy_HSA=1.71. Cell line: SK-MEL-2. Drug 1: CC1=C(C(=CC=C1)Cl)NC(=O)C2=CN=C(S2)NC3=CC(=NC(=N3)C)N4CCN(CC4)CCO. Drug 2: C1C(C(OC1N2C=NC(=NC2=O)N)CO)O. (6) Drug 1: CCCCC(=O)OCC(=O)C1(CC(C2=C(C1)C(=C3C(=C2O)C(=O)C4=C(C3=O)C=CC=C4OC)O)OC5CC(C(C(O5)C)O)NC(=O)C(F)(F)F)O. Drug 2: B(C(CC(C)C)NC(=O)C(CC1=CC=CC=C1)NC(=O)C2=NC=CN=C2)(O)O. Cell line: NCIH23. Synergy scores: CSS=42.8, Synergy_ZIP=-4.34, Synergy_Bliss=-9.31, Synergy_Loewe=-15.0, Synergy_HSA=-8.89.